From a dataset of Catalyst prediction with 721,799 reactions and 888 catalyst types from USPTO. Predict which catalyst facilitates the given reaction. (1) Reactant: [F:1][C:2]1[CH:3]=[C:4]([C@:13]2([NH:23][C:24]([C:26]3[CH:34]=[CH:33][C:29]([C:30](O)=[O:31])=[C:28]([CH3:35])[CH:27]=3)=[O:25])[C:18]3=[N:19][CH:20]=[CH:21][CH:22]=[C:17]3[O:16][CH2:15][CH2:14]2)[CH:5]=[CH:6][C:7]=1[O:8][C:9]([F:12])([F:11])[F:10].CN.C[CH2:39][N:40](C(C)C)C(C)C.CN(C(ON1N=NC2C=CC=NC1=2)=[N+](C)C)C.F[P-](F)(F)(F)(F)F. Product: [F:1][C:2]1[CH:3]=[C:4]([C@:13]2([NH:23][C:24](=[O:25])[C:26]3[CH:34]=[CH:33][C:29]([C:30]([NH:40][CH3:39])=[O:31])=[C:28]([CH3:35])[CH:27]=3)[C:18]3=[N:19][CH:20]=[CH:21][CH:22]=[C:17]3[O:16][CH2:15][CH2:14]2)[CH:5]=[CH:6][C:7]=1[O:8][C:9]([F:11])([F:10])[F:12]. The catalyst class is: 18. (2) Reactant: [CH:1]([C:4]1[CH:5]=[C:6]([CH:31]=[CH:32][CH:33]=1)[CH2:7][N:8]1[C@@H:16]2[C@H:11]([C@H:12]([CH2:19][C:20]3[CH:25]=[CH:24][CH:23]=[C:22]([O:26][CH2:27][CH2:28][CH3:29])[CH:21]=3)[CH2:13][S:14](=[O:18])(=[O:17])[CH2:15]2)[O:10]C1=O)([CH3:3])[CH3:2]. Product: [CH:1]([C:4]1[CH:5]=[C:6]([CH:31]=[CH:32][CH:33]=1)[CH2:7][NH:8][C@@H:16]1[C@@H:11]([OH:10])[C@H:12]([CH2:19][C:20]2[CH:25]=[CH:24][CH:23]=[C:22]([O:26][CH2:27][CH2:28][CH3:29])[CH:21]=2)[CH2:13][S:14](=[O:17])(=[O:18])[CH2:15]1)([CH3:2])[CH3:3]. The catalyst class is: 61. (3) Reactant: [I:1][C:2]1[C:12]([C:13]([O:15][CH2:16][CH3:17])=[O:14])=[C:5]2[CH2:6][NH:7][C:8]3([CH2:11][CH2:10]3)[CH2:9][N:4]2[N:3]=1.[CH3:18][C:19]([O:22][C:23](O[C:23]([O:22][C:19]([CH3:21])([CH3:20])[CH3:18])=[O:24])=[O:24])([CH3:21])[CH3:20]. Product: [I:1][C:2]1[C:12]([C:13]([O:15][CH2:16][CH3:17])=[O:14])=[C:5]2[CH2:6][N:7]([C:23]([O:22][C:19]([CH3:21])([CH3:20])[CH3:18])=[O:24])[C:8]3([CH2:11][CH2:10]3)[CH2:9][N:4]2[N:3]=1. The catalyst class is: 2. (4) Reactant: CCN(S(F)(F)[F:7])CC.[CH2:10]([N:12]([CH2:28][CH3:29])[C:13](=[O:27])[C:14]1[C:19]([CH2:20]O)=[CH:18][CH:17]=[C:16]([F:22])[C:15]=1[Si:23]([CH3:26])([CH3:25])[CH3:24])[CH3:11]. Product: [CH2:10]([N:12]([CH2:28][CH3:29])[C:13](=[O:27])[C:14]1[C:19]([CH2:20][F:7])=[CH:18][CH:17]=[C:16]([F:22])[C:15]=1[Si:23]([CH3:26])([CH3:25])[CH3:24])[CH3:11]. The catalyst class is: 2. (5) Reactant: [CH3:1][O:2][C:3]([C:5]1[S:6][C:7]([C:11]2[CH:16]=[CH:15][CH:14]=[CH:13][CH:12]=2)=[CH:8][C:9]=1Br)=[O:4].[CH3:17][N:18]([CH3:20])[NH2:19].C(=O)([O-])[O-].[Cs+].[Cs+].C1C=CC(P(C2C(C3C(P(C4C=CC=CC=4)C4C=CC=CC=4)=CC=C4C=3C=CC=C4)=C3C(C=CC=C3)=CC=2)C2C=CC=CC=2)=CC=1.C([O-])(=O)C. Product: [CH3:1][O:2][C:3]([C:5]1[S:6][C:7]([C:11]2[CH:16]=[CH:15][CH:14]=[CH:13][CH:12]=2)=[CH:8][C:9]=1[NH:19][N:18]([CH3:20])[CH3:17])=[O:4]. The catalyst class is: 11. (6) Reactant: [H-].[Na+].[N:3]1[C:7]2[CH:8]=[CH:9][CH:10]=[CH:11][C:6]=2[NH:5][CH:4]=1.Br.Br[CH2:14][CH2:15][CH2:16][NH2:17]. Product: [N:3]1([CH2:14][CH2:15][CH2:16][NH2:17])[C:7]2[CH:8]=[CH:9][CH:10]=[CH:11][C:6]=2[N:5]=[CH:4]1. The catalyst class is: 7. (7) Reactant: [CH2:1]([CH:3]1[C:16]2[C:11](=[CH:12][C:13]([CH3:17])=[CH:14][CH:15]=2)[C:10]2[CH:9]=[CH:8][CH:7]=[CH:6][C:5]=2[N:4]1[S:18]([C:21]1[CH:26]=[CH:25][C:24]([O:27]C)=[CH:23][CH:22]=1)(=[O:20])=[O:19])[CH3:2].B(Cl)(Cl)Cl.ClCCl. Product: [CH2:1]([CH:3]1[C:16]2[C:11](=[CH:12][C:13]([CH3:17])=[CH:14][CH:15]=2)[C:10]2[CH:9]=[CH:8][CH:7]=[CH:6][C:5]=2[N:4]1[S:18]([C:21]1[CH:22]=[CH:23][C:24]([OH:27])=[CH:25][CH:26]=1)(=[O:20])=[O:19])[CH3:2]. The catalyst class is: 682. (8) Reactant: Cl[C:2]1[CH:7]=[C:6]([N:8]2[CH2:13][CH2:12][O:11][CH:10]([C:14]3[NH:15][CH:16]=[C:17]([C:19]4[CH:24]=[CH:23][C:22]([O:25][CH3:26])=[CH:21][CH:20]=4)[N:18]=3)[CH2:9]2)[N:5]=[C:4]([NH2:27])[N:3]=1.[F:28][C:29]1[CH:36]=[C:35](B2OC(C)(C)C(C)(C)O2)[CH:34]=[CH:33][C:30]=1[C:31]#[N:32].C([O-])([O-])=O.[Na+].[Na+]. Product: [NH2:27][C:4]1[N:3]=[C:2]([C:35]2[CH:34]=[CH:33][C:30]([C:31]#[N:32])=[C:29]([F:28])[CH:36]=2)[CH:7]=[C:6]([N:8]2[CH2:13][CH2:12][O:11][CH:10]([C:14]3[NH:15][CH:16]=[C:17]([C:19]4[CH:24]=[CH:23][C:22]([O:25][CH3:26])=[CH:21][CH:20]=4)[N:18]=3)[CH2:9]2)[N:5]=1. The catalyst class is: 70.